From a dataset of Forward reaction prediction with 1.9M reactions from USPTO patents (1976-2016). Predict the product of the given reaction. (1) Given the reactants [Br:1][C:2]1[CH:3]=[CH:4][C:5](=[O:8])[NH:6][CH:7]=1.[N+:9]([O-])([OH:11])=[O:10], predict the reaction product. The product is: [Br:1][C:2]1[CH:3]=[C:4]([N+:9]([O-:11])=[O:10])[C:5](=[O:8])[NH:6][CH:7]=1. (2) Given the reactants [Cl:1][C:2]1[CH:3]=[C:4]2[C:8](=[C:9]([NH:11][CH:12]3[CH2:16][CH2:15][CH2:14][CH2:13]3)[CH:10]=1)[NH:7][C:6]([C:17]1[S:18][CH2:19][C@@H:20]([CH2:22][CH2:23][N:24]3[CH2:29][CH2:28][N:27](C(OC(C)(C)C)=O)[CH2:26][CH2:25]3)[N:21]=1)=[CH:5]2.C(OC(=O)C)C.Cl, predict the reaction product. The product is: [Cl:1][C:2]1[CH:3]=[C:4]2[C:8](=[C:9]([NH:11][CH:12]3[CH2:16][CH2:15][CH2:14][CH2:13]3)[CH:10]=1)[NH:7][C:6]([C:17]1[S:18][CH2:19][C@@H:20]([CH2:22][CH2:23][N:24]3[CH2:29][CH2:28][NH:27][CH2:26][CH2:25]3)[N:21]=1)=[CH:5]2. (3) Given the reactants [N:1]1[CH:6]=[CH:5][CH:4]=[CH:3][C:2]=1[C:7](O)=O.CCN(C(C)C)C(C)C.CN(C(O[N:27]1[N:35]=[N:34][C:29]2[CH:30]=[CH:31][CH:32]=[CH:33][C:28]1=2)=[N+](C)C)C.[B-](F)(F)(F)F.N1C=CC=CC=1C(NN)=O.COC1C=CC(P2(SP(C3C=CC(OC)=CC=3)(=S)S2)=[S:60])=CC=1, predict the reaction product. The product is: [N:1]1[CH:6]=[CH:5][CH:4]=[CH:3][C:2]=1[C:7]1[S:60][C:28]([C:33]2[CH:32]=[CH:31][CH:30]=[CH:29][N:34]=2)=[N:27][N:35]=1. (4) Given the reactants [CH3:1][N:2]([CH3:4])[NH2:3].C(N(CC)CC)C.[C:12](Cl)(=[O:17])[C:13]([CH3:16])([CH3:15])[CH3:14], predict the reaction product. The product is: [CH3:1][N:2]([CH3:4])[NH:3][C:12](=[O:17])[C:13]([CH3:16])([CH3:15])[CH3:14]. (5) Given the reactants [F:1][CH2:2][CH2:3][CH2:4][OH:5].[H-].[Na+].Cl[C:9]1[N:14]=[C:13]([C:15]2[S:16][C:17]3[CH:23]=[C:22]([O:24][CH3:25])[CH:21]=[CH:20][C:18]=3[CH:19]=2)[CH:12]=[CH:11][N:10]=1, predict the reaction product. The product is: [F:1][CH2:2][CH2:3][CH2:4][O:5][C:9]1[N:14]=[C:13]([C:15]2[S:16][C:17]3[CH:23]=[C:22]([O:24][CH3:25])[CH:21]=[CH:20][C:18]=3[CH:19]=2)[CH:12]=[CH:11][N:10]=1. (6) Given the reactants [C:1]1([CH:8]=[CH:7][CH:6]=[C:4]([OH:5])[CH:3]=1)[OH:2].[O:9]1[CH:14]=[CH:13][CH2:12][CH2:11][CH2:10]1, predict the reaction product. The product is: [O:9]1[CH2:10][CH2:11][CH2:12][CH2:13][CH:14]1[O:2][C:1]1[CH:3]=[C:4]([CH:6]=[CH:7][CH:8]=1)[O:5][CH:10]1[CH2:11][CH2:12][CH2:13][CH2:14][O:9]1. (7) Given the reactants [Br:1][C:2]1[CH:7]=[CH:6][C:5]([CH:8]([C:23]2[CH:28]=[CH:27][C:26]([Br:29])=[CH:25][CH:24]=2)[S:9][CH2:10][C:11]([NH:13][CH2:14][CH2:15][CH2:16][C:17]2[CH:22]=[CH:21][CH:20]=[CH:19][CH:18]=2)=O)=[CH:4][CH:3]=1.B.C1COCC1.C1COCC1, predict the reaction product. The product is: [Br:1][C:2]1[CH:3]=[CH:4][C:5]([CH:8]([C:23]2[CH:24]=[CH:25][C:26]([Br:29])=[CH:27][CH:28]=2)[S:9][CH2:10][CH2:11][NH:13][CH2:14][CH2:15][CH2:16][C:17]2[CH:22]=[CH:21][CH:20]=[CH:19][CH:18]=2)=[CH:6][CH:7]=1.